This data is from Forward reaction prediction with 1.9M reactions from USPTO patents (1976-2016). The task is: Predict the product of the given reaction. (1) Given the reactants [CH2:1]([C:3]1[C:8](=[O:9])[NH:7][C:6]([CH3:10])=[C:5]([C:11]2[S:15][C:14]([S:16]([Cl:19])(=[O:18])=[O:17])=[CH:13][CH:12]=2)[CH:4]=1)[CH3:2].[CH3:20][N:21]([CH3:25])[CH2:22][CH2:23][NH2:24], predict the reaction product. The product is: [ClH:19].[CH3:20][N:21]([CH3:25])[CH2:22][CH2:23][NH:24][S:16]([C:14]1[S:15][C:11]([C:5]2[CH:4]=[C:3]([CH2:1][CH3:2])[C:8](=[O:9])[NH:7][C:6]=2[CH3:10])=[CH:12][CH:13]=1)(=[O:18])=[O:17]. (2) Given the reactants C(N[C:6](=[O:38])[C:7]([NH:34]C(=O)C)([CH:21]1[CH2:26][CH2:25][CH:24]([C:27]2[CH:32]=[CH:31][C:30]([Cl:33])=[CH:29][CH:28]=2)[CH2:23][CH2:22]1)[CH2:8][CH2:9][CH2:10][CH2:11][B:12]1[O:16]C(C)(C)C(C)(C)[O:13]1)(C)(C)C.[OH2:39], predict the reaction product. The product is: [NH2:34][C:7]([CH:21]1[CH2:22][CH2:23][CH:24]([C:27]2[CH:32]=[CH:31][C:30]([Cl:33])=[CH:29][CH:28]=2)[CH2:25][CH2:26]1)([CH2:8][CH2:9][CH2:10][CH2:11][B:12]([OH:13])[OH:16])[C:6]([OH:38])=[O:39]. (3) Given the reactants [CH2:1]([C:3]1[CH:4]=[C:5]([CH2:28][N:29]2[CH2:32][CH:31]([C:33]([O:35]C)=[O:34])[CH2:30]2)[S:6][C:7]=1[C:8]1[N:12]=[C:11]([C:13]2[CH:18]=[CH:17][C:16]([O:19][C:20]3[CH:25]=[CH:24][CH:23]=[CH:22][C:21]=3[O:26][CH3:27])=[CH:15][CH:14]=2)[O:10][N:9]=1)[CH3:2].[OH-].[Na+].C(O)(=O)C.C(O)(=O)C(O)=O, predict the reaction product. The product is: [CH2:1]([C:3]1[CH:4]=[C:5]([CH2:28][N:29]2[CH2:32][CH:31]([C:33]([OH:35])=[O:34])[CH2:30]2)[S:6][C:7]=1[C:8]1[N:12]=[C:11]([C:13]2[CH:18]=[CH:17][C:16]([O:19][C:20]3[CH:25]=[CH:24][CH:23]=[CH:22][C:21]=3[O:26][CH3:27])=[CH:15][CH:14]=2)[O:10][N:9]=1)[CH3:2]. (4) Given the reactants [Cl:1][C:2]1[CH:3]=[C:4]([O:19][CH2:20][CH:21]=[C:22]([Cl:24])[Cl:23])[CH:5]=[C:6]([Cl:18])[C:7]=1[O:8][CH2:9][CH2:10][CH2:11][CH2:12][CH2:13][O:14][CH2:15][CH:16]=[CH2:17].S(=O)(=O)(O)[OH:26], predict the reaction product. The product is: [Cl:1][C:2]1[CH:3]=[C:4]([O:19][CH2:20][CH:21]=[C:22]([Cl:24])[Cl:23])[CH:5]=[C:6]([Cl:18])[C:7]=1[O:8][CH2:9][CH2:10][CH2:11][CH2:12][CH2:13][O:14][CH2:15][C:16](=[O:26])[CH3:17]. (5) The product is: [O:9]1[CH2:14][CH2:13][CH2:12][CH2:11][CH:10]1[N:15]1[C:19]2[CH:20]=[CH:21][C:22]([C:24](=[N:2][OH:3])[CH2:25][CH3:26])=[CH:23][C:18]=2[N:17]=[CH:16]1. Given the reactants Cl.[NH2:2][OH:3].C([O-])(=O)C.[Na+].[O:9]1[CH2:14][CH2:13][CH2:12][CH2:11][CH:10]1[N:15]1[C:19]2[CH:20]=[CH:21][C:22]([C:24](=O)[CH2:25][CH3:26])=[CH:23][C:18]=2[N:17]=[CH:16]1.O, predict the reaction product. (6) Given the reactants [CH2:1]([O:5][C:6]1[C:7](=[O:21])[N:8]([CH2:17][CH:18]([CH3:20])[CH3:19])[CH:9]=[CH:10][C:11]=1[C:12](OCC)=[O:13])[CH:2]([CH3:4])[CH3:3].S(Cl)([Cl:24])=O, predict the reaction product. The product is: [CH2:1]([O:5][C:6]1[C:7](=[O:21])[N:8]([CH2:17][CH:18]([CH3:20])[CH3:19])[CH:9]=[CH:10][C:11]=1[C:12]([Cl:24])=[O:13])[CH:2]([CH3:4])[CH3:3]. (7) Given the reactants [CH3:1][C:2]1[CH:7]=[CH:6][C:5]([OH:8])=[CH:4][C:3]=1[N+:9]([O-:11])=[O:10].C(=O)([O-])[O-].[K+].[K+].[I-].[Na+].[CH2:20](Br)[CH:21]=[CH2:22], predict the reaction product. The product is: [CH3:1][C:2]1[CH:7]=[CH:6][C:5]([O:8][CH2:22][CH:21]=[CH2:20])=[CH:4][C:3]=1[N+:9]([O-:11])=[O:10]. (8) Given the reactants [CH:1]1([NH:4][C:5](=[O:37])[NH:6][C:7]2[CH:12]=[CH:11][C:10]([C:13]3[N:14]=[C:15]([N:30]4[CH2:35][CH2:34][O:33][CH2:32][C@@H:31]4[CH3:36])[C:16]4[CH2:22][CH2:21][N:20](C(OC(C)(C)C)=O)[CH2:19][C:17]=4[N:18]=3)=[CH:9][CH:8]=2)[CH2:3][CH2:2]1.[C:38]([OH:44])([C:40]([F:43])([F:42])[F:41])=[O:39], predict the reaction product. The product is: [F:41][C:40]([F:43])([F:42])[C:38]([OH:44])=[O:39].[CH:1]1([NH:4][C:5]([NH:6][C:7]2[CH:8]=[CH:9][C:10]([C:13]3[N:14]=[C:15]([N:30]4[CH2:35][CH2:34][O:33][CH2:32][C@@H:31]4[CH3:36])[C:16]4[CH2:22][CH2:21][NH:20][CH2:19][C:17]=4[N:18]=3)=[CH:11][CH:12]=2)=[O:37])[CH2:2][CH2:3]1.